This data is from Full USPTO retrosynthesis dataset with 1.9M reactions from patents (1976-2016). The task is: Predict the reactants needed to synthesize the given product. (1) Given the product [CH3:28][O:27][C:22]1[CH:23]=[C:24]2[C:19](=[CH:20][CH:21]=1)[CH:18]=[C:17]([C:15]1[O:12][C:11]([C:4]3[C:5]4[C:10](=[CH:9][CH:8]=[CH:7][CH:6]=4)[N:2]([CH3:1])[CH:3]=3)=[N:13][CH:14]=1)[CH:26]=[CH:25]2, predict the reactants needed to synthesize it. The reactants are: [CH3:1][N:2]1[C:10]2[C:5](=[CH:6][CH:7]=[CH:8][CH:9]=2)[C:4]([C:11]([NH:13][CH2:14][C:15]([C:17]2[CH:26]=[CH:25][C:24]3[C:19](=[CH:20][CH:21]=[C:22]([O:27][CH3:28])[CH:23]=3)[CH:18]=2)=O)=[O:12])=[CH:3]1. (2) Given the product [Cl:13][C:8]1[CH:7]=[C:6]([CH:5]2[CH2:4][CH2:3][CH2:2][N:33]3[C:16]([C:19]4[CH:24]=[CH:23][C:22]([N:25]5[CH:29]=[N:28][C:27]([CH3:30])=[N:26]5)=[C:21]([O:31][CH3:32])[CH:20]=4)=[N:17][N:18]=[C:14]23)[CH:11]=[CH:10][C:9]=1[Cl:12], predict the reactants needed to synthesize it. The reactants are: Cl[CH2:2][CH2:3][CH2:4][CH:5]([C:14]1O[C:16]([C:19]2[CH:24]=[CH:23][C:22]([N:25]3[CH:29]=[N:28][C:27]([CH3:30])=[N:26]3)=[C:21]([O:31][CH3:32])[CH:20]=2)=[N:17][N:18]=1)[C:6]1[CH:11]=[CH:10][C:9]([Cl:12])=[C:8]([Cl:13])[CH:7]=1.[N-:33]=[N+]=[N-].[Na+].C1(P(C2C=CC=CC=2)C2C=CC=CC=2)C=CC=CC=1. (3) Given the product [C:1]([C:5]12[CH2:12][CH:9]([CH2:10][CH2:11]1)[CH2:8][CH:7]([C:13]([OH:15])=[O:14])[CH2:6]2)([OH:3])=[O:2], predict the reactants needed to synthesize it. The reactants are: [C:1]([C:5]12[CH2:12][CH:9]([CH2:10][CH2:11]1)[CH2:8][CH:7]([C:13]([O:15]C)=[O:14])[CH2:6]2)([O:3]C)=[O:2].O.[OH-].[Li+]. (4) The reactants are: [N:1]1[CH:6]=[CH:5][CH:4]=[CH:3][C:2]=1[C:7]1[N:11]=[C:10]([C:12]2[CH:17]=[C:16]([C:18]([O:20][CH3:21])=[O:19])[CH:15]=[C:14](I)[CH:13]=2)[O:9][N:8]=1.[CH3:23][N:24](C)C=O. Given the product [N:1]1[CH:6]=[CH:5][CH:4]=[CH:3][C:2]=1[C:7]1[N:11]=[C:10]([C:12]2[CH:17]=[C:16]([C:18]([O:20][CH3:21])=[O:19])[CH:15]=[C:14]([C:23]#[N:24])[CH:13]=2)[O:9][N:8]=1, predict the reactants needed to synthesize it.